Dataset: Cav3 T-type calcium channel HTS with 100,875 compounds. Task: Binary Classification. Given a drug SMILES string, predict its activity (active/inactive) in a high-throughput screening assay against a specified biological target. The compound is O=C(N1C(CCC1)C(=O)NC(Cc1ccccc1)C(O)=O)C(NC(=O)C(NC(=O)C(NC(=O)C(N)C(C)C)Cc1ccc(O)cc1)C(CC)C)Cc1[nH]cnc1. The result is 0 (inactive).